Dataset: Blood-brain barrier permeability classification from the B3DB database. Task: Regression/Classification. Given a drug SMILES string, predict its absorption, distribution, metabolism, or excretion properties. Task type varies by dataset: regression for continuous measurements (e.g., permeability, clearance, half-life) or binary classification for categorical outcomes (e.g., BBB penetration, CYP inhibition). Dataset: b3db_classification. (1) The compound is CCCc1cc(C(N)=S)ccn1. The result is 1 (penetrates BBB). (2) The compound is CC(C)(C)C(=O)OCOC(=O)C1N2C(=O)C(N=CN3CCCCCC3)C2SC1(C)C. The result is 0 (does not penetrate BBB). (3) The result is 1 (penetrates BBB). The compound is CCOc1ccccc1C(N)=O. (4) The compound is COc1ccc(OC)c(C(O)CNC(=O)CN)c1. The result is 0 (does not penetrate BBB). (5) The molecule is CNCCC[C@@]1(C)CN(c2ccccc2)c2ccccc21. The result is 1 (penetrates BBB). (6) The drug is NCC1CCC(N)C(OC2C(N)CC(N)C(OC3OC(CO)C(O)C(N)C3O)C2O)O1. The result is 0 (does not penetrate BBB).